Dataset: Forward reaction prediction with 1.9M reactions from USPTO patents (1976-2016). Task: Predict the product of the given reaction. (1) Given the reactants [CH3:1][O:2][C:3]1[CH:23]=[CH:22][C:6]2[CH2:7][CH2:8][N:9](S(C3C=CC(C)=CC=3)(=O)=O)[CH2:10][CH2:11][C:5]=2[CH:4]=1.[H-].[H-].[H-].[H-].[Li+].[Al+3].O.[OH-].[Na+], predict the reaction product. The product is: [CH3:1][O:2][C:3]1[CH:23]=[CH:22][C:6]2[CH2:7][CH2:8][NH:9][CH2:10][CH2:11][C:5]=2[CH:4]=1. (2) Given the reactants Br[C:2]1[C:11]2[C:6](=[CH:7][CH:8]=[C:9]([O:12][CH3:13])[N:10]=2)[N:5]=[CH:4][C:3]=1[C:14]([O:16][CH3:17])=[O:15].C([O-])(O)=O.[Na+].[H][H], predict the reaction product. The product is: [CH3:13][O:12][C:9]1[N:10]=[C:11]2[C:6](=[CH:7][CH:8]=1)[N:5]=[CH:4][C:3]([C:14]([O:16][CH3:17])=[O:15])=[CH:2]2. (3) Given the reactants C([O:8][C:9](=[O:42])[C:10]1[CH:15]=[CH:14][CH:13]=[C:12]([S:16](=[O:34])(=[O:33])[NH:17][CH2:18][CH2:19][C:20]([O:22][CH2:23][C:24](=[O:32])[N:25]([CH2:29][CH2:30][CH3:31])[CH2:26][CH2:27][CH3:28])=[O:21])[C:11]=1CC1C=CC=CC=1)C1C=CC=CC=1, predict the reaction product. The product is: [CH2:29]([N:25]([CH2:26][CH2:27][CH3:28])[C:24]([CH2:23][O:22][C:20]([CH2:19][CH2:18][NH:17][S:16]([C:12]1[CH:11]=[C:10]([CH:15]=[CH:14][CH:13]=1)[C:9]([OH:42])=[O:8])(=[O:34])=[O:33])=[O:21])=[O:32])[CH2:30][CH3:31]. (4) Given the reactants P([O:13][CH2:14][C@H:15]1[CH2:19][CH2:18][CH2:17][N:16]1[CH2:20][CH2:21][CH2:22][CH2:23][O:24][C:25]1[CH:34]=[C:33]2[C:28]([C:29]([NH:35][C:36]3[CH:40]=[C:39]([CH2:41][C:42]([NH:44][C:45]4[CH:50]=[CH:49][CH:48]=[C:47]([F:51])[C:46]=4[F:52])=[O:43])[NH:38][N:37]=3)=[N:30][CH:31]=[N:32]2)=[CH:27][CH:26]=1)(OC(C)(C)C)(OC(C)(C)C)=O.N1CCC[C@@H]1CO, predict the reaction product. The product is: [F:52][C:46]1[C:47]([F:51])=[CH:48][CH:49]=[CH:50][C:45]=1[NH:44][C:42](=[O:43])[CH2:41][C:39]1[NH:38][N:37]=[C:36]([NH:35][C:29]2[C:28]3[C:33](=[CH:34][C:25]([O:24][CH2:23][CH2:22][CH2:21][CH2:20][N:16]4[CH2:17][CH2:18][CH2:19][C@@H:15]4[CH2:14][OH:13])=[CH:26][CH:27]=3)[N:32]=[CH:31][N:30]=2)[CH:40]=1. (5) Given the reactants [CH2:1]([O:3][C:4]([C:6]1[C:11]2[S:12][C:13]([C:15]3[CH:20]=[CH:19][C:18]([F:21])=[CH:17][CH:16]=3)=[CH:14][C:10]=2[C:9](=O)[NH:8][N:7]=1)=[O:5])[CH3:2].P(Cl)(Cl)([Cl:25])=O, predict the reaction product. The product is: [CH2:1]([O:3][C:4]([C:6]1[N:7]=[N:8][C:9]([Cl:25])=[C:10]2[CH:14]=[C:13]([C:15]3[CH:20]=[CH:19][C:18]([F:21])=[CH:17][CH:16]=3)[S:12][C:11]=12)=[O:5])[CH3:2]. (6) Given the reactants [F:1][C:2]1[CH:7]=[CH:6][CH:5]=[CH:4][C:3]=1[C:8]1[N:9]=[C:10]([CH3:21])[N:11]([C:13]2[CH:18]=[CH:17][C:16]([CH2:19][OH:20])=[CH:15][CH:14]=2)[CH:12]=1.[Cl:22][C:23]1[C:24](S(C)(=O)=O)=[N:25][CH:26]=[C:27]([C:29]([F:32])([F:31])[F:30])[CH:28]=1.[H-].[Na+], predict the reaction product. The product is: [Cl:22][C:23]1[C:24]([O:20][CH2:19][C:16]2[CH:17]=[CH:18][C:13]([N:11]3[CH:12]=[C:8]([C:3]4[CH:4]=[CH:5][CH:6]=[CH:7][C:2]=4[F:1])[N:9]=[C:10]3[CH3:21])=[CH:14][CH:15]=2)=[N:25][CH:26]=[C:27]([C:29]([F:31])([F:30])[F:32])[CH:28]=1. (7) Given the reactants [ClH:1].[N:2]12[CH2:9][CH2:8][CH:5]([CH2:6][CH2:7]1)[C@@H:4]([NH:10][C:11]([C:13]1[S:14][C:15]3[C:21]([C:22]4[CH:23]=[C:24]([CH:28]=[CH:29][CH:30]=4)[C:25](O)=[O:26])=[CH:20][CH:19]=[CH:18][C:16]=3[CH:17]=1)=[O:12])[CH2:3]2.[CH:31]1([NH2:34])[CH2:33][CH2:32]1, predict the reaction product. The product is: [ClH:1].[N:2]12[CH2:9][CH2:8][CH:5]([CH2:6][CH2:7]1)[C@@H:4]([NH:10][C:11]([C:13]1[S:14][C:15]3[C:21]([C:22]4[CH:30]=[CH:29][CH:28]=[C:24]([C:25]([NH:34][CH:31]5[CH2:33][CH2:32]5)=[O:26])[CH:23]=4)=[CH:20][CH:19]=[CH:18][C:16]=3[CH:17]=1)=[O:12])[CH2:3]2. (8) Given the reactants [N:1]1([C:6]2[CH:25]=[CH:24][C:9]([CH2:10][C:11]3[C:12](Cl)=[N:13][C:14]4[C:19]([C:20]=3[Cl:21])=[CH:18][C:17]([Br:22])=[CH:16][CH:15]=4)=[CH:8][CH:7]=2)[CH:5]=[CH:4][CH:3]=[N:2]1.[CH2:26]([NH:28][CH2:29][CH3:30])[CH3:27], predict the reaction product. The product is: [N:1]1([C:6]2[CH:25]=[CH:24][C:9]([CH2:10][C:11]3[C:12]([N:28]([CH2:29][CH3:30])[CH2:26][CH3:27])=[N:13][C:14]4[C:19]([C:20]=3[Cl:21])=[CH:18][C:17]([Br:22])=[CH:16][CH:15]=4)=[CH:8][CH:7]=2)[CH:5]=[CH:4][CH:3]=[N:2]1. (9) Given the reactants N([O-])=O.[Na+].N[C:6]1[CH:14]=[C:13]2[C:9]([CH:10]=[N:11][NH:12]2)=[CH:8][CH:7]=1.[OH-].[Na+].[BrH:17], predict the reaction product. The product is: [Br:17][C:6]1[CH:14]=[C:13]2[C:9]([CH:10]=[N:11][NH:12]2)=[CH:8][CH:7]=1.